Dataset: Full USPTO retrosynthesis dataset with 1.9M reactions from patents (1976-2016). Task: Predict the reactants needed to synthesize the given product. (1) Given the product [CH3:13][C:3]1[C:2]([B:23]2[O:27][C:26]([CH3:29])([CH3:28])[C:25]([CH3:31])([CH3:30])[O:24]2)=[CH:6][N:5]([C:7]2[CH:8]=[N:9][CH:10]=[CH:11][CH:12]=2)[N:4]=1, predict the reactants needed to synthesize it. The reactants are: I[C:2]1[C:3]([CH3:13])=[N:4][N:5]([C:7]2[CH:8]=[N:9][CH:10]=[CH:11][CH:12]=2)[CH:6]=1.C([Mg]Cl)(C)C.C(O[B:23]1[O:27][C:26]([CH3:29])([CH3:28])[C:25]([CH3:31])([CH3:30])[O:24]1)(C)C. (2) Given the product [C:1]([O:5][C:6]([N:8]1[CH2:9][CH2:10][CH:11]([O:14][C:15]2[C:20]([C:21](=[O:23])[NH2:38])=[CH:19][C:18]([N+:24]([O-:26])=[O:25])=[CH:17][C:16]=2[Cl:27])[CH2:12][CH2:13]1)=[O:7])([CH3:2])([CH3:3])[CH3:4], predict the reactants needed to synthesize it. The reactants are: [C:1]([O:5][C:6]([N:8]1[CH2:13][CH2:12][CH:11]([O:14][C:15]2[C:20]([C:21]([OH:23])=O)=[CH:19][C:18]([N+:24]([O-:26])=[O:25])=[CH:17][C:16]=2[Cl:27])[CH2:10][CH2:9]1)=[O:7])([CH3:4])([CH3:3])[CH3:2].ClC(OCC(C)C)=O.C([N:38](CC)CC)C.N.